Dataset: Full USPTO retrosynthesis dataset with 1.9M reactions from patents (1976-2016). Task: Predict the reactants needed to synthesize the given product. Given the product [CH2:1]([O:8][C:9]1[CH:10]=[C:11]([N:15]2[C:19]3[N:20]=[C:21]([C:25]4[CH:30]=[CH:29][C:28]([O:31][CH3:32])=[C:27]([F:33])[CH:26]=4)[N:22]=[C:23]([CH3:24])[C:18]=3[C:17]3([CH2:35][CH2:34]3)[CH2:16]2)[CH:12]=[CH:13][CH:14]=1)[C:2]1[CH:7]=[CH:6][CH:5]=[CH:4][CH:3]=1, predict the reactants needed to synthesize it. The reactants are: [CH2:1]([O:8][C:9]1[CH:10]=[C:11]([N:15]2[C:19]3[N:20]=[C:21]([C:25]4[CH:30]=[CH:29][C:28]([O:31][CH3:32])=[C:27]([F:33])[CH:26]=4)[N:22]=[C:23]([CH3:24])[C:18]=3[C:17]3([CH2:35][CH2:34]3)[C:16]2=O)[CH:12]=[CH:13][CH:14]=1)[C:2]1[CH:7]=[CH:6][CH:5]=[CH:4][CH:3]=1.